This data is from Forward reaction prediction with 1.9M reactions from USPTO patents (1976-2016). The task is: Predict the product of the given reaction. (1) Given the reactants [C:1]([O:5][C:6](=[O:28])[NH:7][CH:8]([C:10]1[CH:15]=[CH:14][C:13]([C:16](=[O:24])[NH:17][C:18]2[CH:23]=[CH:22][N:21]=[CH:20][CH:19]=2)=[CH:12][C:11]=1[N+:25]([O-])=O)[CH3:9])([CH3:4])([CH3:3])[CH3:2].[H][H], predict the reaction product. The product is: [C:1]([O:5][C:6](=[O:28])[NH:7][CH:8]([C:10]1[CH:15]=[CH:14][C:13]([C:16](=[O:24])[NH:17][C:18]2[CH:23]=[CH:22][N:21]=[CH:20][CH:19]=2)=[CH:12][C:11]=1[NH2:25])[CH3:9])([CH3:2])([CH3:3])[CH3:4]. (2) Given the reactants [CH:1]1([C:4]2[NH:8][C:7]3[CH:9]=[C:10]([C:29]4[C:30]([CH3:35])=[N:31][O:32][C:33]=4[CH3:34])[CH:11]=[C:12]([C:13]([C:21]4[CH:22]=[N:23][C:24]([O:27]C)=[CH:25][CH:26]=4)([C:15]4[CH:20]=[CH:19][CH:18]=[CH:17][N:16]=4)[OH:14])[C:6]=3[N:5]=2)[CH2:3][CH2:2]1.Cl, predict the reaction product. The product is: [CH:1]1([C:4]2[NH:8][C:7]3[CH:9]=[C:10]([C:29]4[C:30]([CH3:35])=[N:31][O:32][C:33]=4[CH3:34])[CH:11]=[C:12]([C:13]([OH:14])([C:15]4[CH:20]=[CH:19][CH:18]=[CH:17][N:16]=4)[C:21]4[CH:26]=[CH:25][C:24]([OH:27])=[N:23][CH:22]=4)[C:6]=3[N:5]=2)[CH2:2][CH2:3]1. (3) Given the reactants [Br:1][C:2]1[CH:10]=[CH:9][C:5]([C:6]([OH:8])=O)=[CH:4][N:3]=1.C(N(CC)C(C)C)(C)C.[CH3:20][C:21]1([OH:27])[CH2:26][CH2:25][CH2:24][NH:23][CH2:22]1.C(=O)([O-])O.[Na+], predict the reaction product. The product is: [Br:1][C:2]1[N:3]=[CH:4][C:5]([C:6]([N:23]2[CH2:24][CH2:25][CH2:26][C:21]([OH:27])([CH3:20])[CH2:22]2)=[O:8])=[CH:9][CH:10]=1. (4) The product is: [CH3:20][O:13][C:12](=[O:14])[CH2:11][C:6]1[CH:7]=[C:8]([O:9][CH3:10])[C:3]([C:1]#[N:2])=[CH:4][C:5]=1[F:15]. Given the reactants [C:1]([C:3]1[C:8]([O:9][CH3:10])=[CH:7][C:6]([CH2:11][C:12]([OH:14])=[O:13])=[C:5]([F:15])[CH:4]=1)#[N:2].S(Cl)(Cl)=O.[CH3:20]O, predict the reaction product. (5) Given the reactants [Cr](Cl)([O-])(=O)=[O:2].[NH+]1C=CC=CC=1.[F:12][C:13]1[CH:18]=[CH:17][C:16]([C:19]([CH2:37][OH:38])=[CH:20][C:21]2[CH:26]=[CH:25]C(C3C=C(C=CC=3)C(OC)=O)=[CH:23][CH:22]=2)=[CH:15][CH:14]=1.[CH2:39]([O:41][CH2:42][CH3:43])C, predict the reaction product. The product is: [F:12][C:13]1[CH:14]=[CH:15][C:16]([C:19]([CH:37]=[O:38])=[CH:20][C:21]2[CH:26]=[CH:25][C:43]([C:42]([O:41][CH3:39])=[O:2])=[CH:23][CH:22]=2)=[CH:17][CH:18]=1.